From a dataset of Full USPTO retrosynthesis dataset with 1.9M reactions from patents (1976-2016). Predict the reactants needed to synthesize the given product. (1) The reactants are: [C:1](=[O:4])([O-])[O-].[K+].[K+].[Cl:7][C:8]1[CH:9]=[C:10]([C@@H:18]([CH2:30][CH:31]2[CH2:35][CH2:34][CH2:33][CH2:32]2)[C:19]([NH:21][C:22]2[CH:27]=[N:26][C:25](C=C)=[CH:24][N:23]=2)=[O:20])[CH:11]=[CH:12][C:13]=1[S:14]([CH3:17])(=[O:16])=[O:15].[C:36](OCC)(=[O:38])C.S(S([O-])=O)([O-])(=O)=O.[Na+].[Na+]. Given the product [Cl:7][C:8]1[CH:9]=[C:10]([C@@H:18]([CH2:30][CH:31]2[CH2:35][CH2:34][CH2:33][CH2:32]2)[C:19]([NH:21][C:22]2[CH:27]=[N:26][C:25]([C@H:1]([OH:4])[CH2:36][OH:38])=[CH:24][N:23]=2)=[O:20])[CH:11]=[CH:12][C:13]=1[S:14]([CH3:17])(=[O:16])=[O:15], predict the reactants needed to synthesize it. (2) Given the product [CH3:33][O:34][CH2:35][C:36]([N:1]1[CH2:6][CH2:5][CH2:4][CH:3]([NH:7][C:8]([C:10]2[C:14]3[N:15]=[CH:16][N:17]=[C:18]([C:19]4[C:27]5[O:26][CH2:25][O:24][C:23]=5[CH:22]=[CH:21][C:20]=4[O:28][CH2:29][CH2:30][CH2:31][CH3:32])[C:13]=3[NH:12][CH:11]=2)=[O:9])[CH2:2]1)=[O:37], predict the reactants needed to synthesize it. The reactants are: [NH:1]1[CH2:6][CH2:5][CH2:4][CH:3]([NH:7][C:8]([C:10]2[C:14]3[N:15]=[CH:16][N:17]=[C:18]([C:19]4[C:27]5[O:26][CH2:25][O:24][C:23]=5[CH:22]=[CH:21][C:20]=4[O:28][CH2:29][CH2:30][CH2:31][CH3:32])[C:13]=3[NH:12][CH:11]=2)=[O:9])[CH2:2]1.[CH3:33][O:34][CH2:35][C:36](Cl)=[O:37]. (3) Given the product [F:22][C:20]1[C:21]2[CH:4]=[CH:5][O:6][C:7]=2[C:8]([N+:24]([O-:26])=[O:25])=[C:9]([NH:10][C:11]2[CH:16]=[CH:15][C:14]([I:17])=[CH:13][C:12]=2[F:18])[C:19]=1[F:23], predict the reactants needed to synthesize it. The reactants are: C(O[CH:4](OCC)[CH2:5][O:6][C:7]1[C:8]([N+:24]([O-:26])=[O:25])=[C:9]([C:19]([F:23])=[C:20]([F:22])[CH:21]=1)[NH:10][C:11]1[CH:16]=[CH:15][C:14]([I:17])=[CH:13][C:12]=1[F:18])C.B(F)(F)F.